This data is from CYP2C19 inhibition data for predicting drug metabolism from PubChem BioAssay. The task is: Regression/Classification. Given a drug SMILES string, predict its absorption, distribution, metabolism, or excretion properties. Task type varies by dataset: regression for continuous measurements (e.g., permeability, clearance, half-life) or binary classification for categorical outcomes (e.g., BBB penetration, CYP inhibition). Dataset: cyp2c19_veith. (1) The molecule is O=C1[C@H]2CC[C@@H]3/C(=N\OC[C@@H](O)COCc4ccco4)C[C@@H](O)[C@@H](O)[C@@H]3[C@@H]2C(=O)N1C1CCCCC1. The result is 0 (non-inhibitor). (2) The compound is COc1cccc(Cn2c(=O)c(-c3cccs3)nc3cnc(N4CCNCC4)nc32)c1. The result is 1 (inhibitor). (3) The molecule is COc1ccccc1-c1nc(NCCc2cnc[nH]2)c2ccccc2n1. The result is 1 (inhibitor). (4) The result is 0 (non-inhibitor). The drug is N#CCCn1c(=O)c(-c2ccc(Cl)cc2)nc2cnc(N3CCNCC3)nc21. (5) The molecule is COc1ccc(C(=O)N2CCC[C@@]3(CCN(Cc4ccccc4)C3)C2)cc1. The result is 0 (non-inhibitor). (6) The compound is C1CCc2c(nc3nnnn3c2NC2CCCC2)C1. The result is 0 (non-inhibitor). (7) The molecule is CS(=O)(=O)Nc1cccc(-c2nc(Nc3ccncc3)c3ccccc3n2)c1. The result is 1 (inhibitor).